From a dataset of Catalyst prediction with 721,799 reactions and 888 catalyst types from USPTO. Predict which catalyst facilitates the given reaction. (1) Reactant: [Cl:1][C:2]1[CH:27]=[CH:26][C:5]([C:6]([NH:8][CH:9]([CH:20]2[CH2:25][CH2:24][CH2:23][CH2:22][CH2:21]2)[CH2:10][CH2:11][NH:12]C(=O)OC(C)(C)C)=[O:7])=[CH:4][C:3]=1[NH:28][C:29]([C:31]1[C:42](=[O:43])[NH:41][C:34]2[N:35]=[C:36]([O:39][CH3:40])[N:37]=[CH:38][C:33]=2[CH:32]=1)=[O:30].[F:44][C:45]([F:50])([F:49])[C:46]([OH:48])=[O:47]. Product: [F:44][C:45]([F:50])([F:49])[C:46]([OH:48])=[O:47].[NH2:12][CH2:11][CH2:10][CH:9]([NH:8][C:6]([C:5]1[CH:26]=[CH:27][C:2]([Cl:1])=[C:3]([NH:28][C:29]([C:31]2[C:42](=[O:43])[NH:41][C:34]3[N:35]=[C:36]([O:39][CH3:40])[N:37]=[CH:38][C:33]=3[CH:32]=2)=[O:30])[CH:4]=1)=[O:7])[CH:20]1[CH2:21][CH2:22][CH2:23][CH2:24][CH2:25]1. The catalyst class is: 4. (2) Reactant: [CH3:1][C:2]1[CH:3]=[C:4]([CH:9]=[CH:10][C:11]=1[N:12]1[CH2:17][CH2:16][O:15][CH2:14][CH2:13]1)[C:5]([O:7]C)=[O:6].[OH-].[Li+]. Product: [CH3:1][C:2]1[CH:3]=[C:4]([CH:9]=[CH:10][C:11]=1[N:12]1[CH2:13][CH2:14][O:15][CH2:16][CH2:17]1)[C:5]([OH:7])=[O:6]. The catalyst class is: 20. (3) Reactant: [Br:1][C:2]1[CH:3]=[C:4]2[C:8](=[CH:9][CH:10]=1)[C:7](=[O:11])[CH:6]([CH2:12][CH2:13][CH2:14][CH2:15][O:16][Si:17]([C:30]([CH3:33])([CH3:32])[CH3:31])([C:24]1[CH:29]=[CH:28][CH:27]=[CH:26][CH:25]=1)[C:18]1[CH:23]=[CH:22][CH:21]=[CH:20][CH:19]=1)[CH2:5]2.C1COCC1.[BH4-].[Na+].[Cl-].[NH4+]. Product: [Br:1][C:2]1[CH:3]=[C:4]2[C:8](=[CH:9][CH:10]=1)[CH:7]([OH:11])[CH:6]([CH2:12][CH2:13][CH2:14][CH2:15][O:16][Si:17]([C:30]([CH3:33])([CH3:32])[CH3:31])([C:24]1[CH:29]=[CH:28][CH:27]=[CH:26][CH:25]=1)[C:18]1[CH:19]=[CH:20][CH:21]=[CH:22][CH:23]=1)[CH2:5]2. The catalyst class is: 5. (4) Reactant: [Br:1][CH2:2][C:3](Cl)=[O:4].[Cl-].[Al+3].[Cl-].[Cl-].[C:10]1([O:16][C:17]2[CH:22]=[CH:21][CH:20]=[CH:19][CH:18]=2)[CH:15]=[CH:14][CH:13]=[CH:12][CH:11]=1.Cl. Product: [O:16]([C:10]1[CH:11]=[CH:12][C:13]([C:3](=[O:4])[CH2:2][Br:1])=[CH:14][CH:15]=1)[C:17]1[CH:18]=[CH:19][C:20]([C:3](=[O:4])[CH2:2][Br:1])=[CH:21][CH:22]=1. The catalyst class is: 2.